Dataset: Catalyst prediction with 721,799 reactions and 888 catalyst types from USPTO. Task: Predict which catalyst facilitates the given reaction. (1) Reactant: [N:1]([CH:4]1[C:16]2[CH:15]=[CH:14][CH:13]=[CH:12][C:11]=2[C:10]2[C:5]1=[CH:6][CH:7]=[CH:8][CH:9]=2)=[N+:2]=[N-].P. Product: [N+:1](=[C:4]1[C:16]2[CH:15]=[CH:14][CH:13]=[CH:12][C:11]=2[C:10]2[C:5]1=[CH:6][CH:7]=[CH:8][CH:9]=2)=[N-:2]. The catalyst class is: 11. (2) The catalyst class is: 5. Reactant: [OH:1][C:2]([C:5]1[CH:10]=[CH:9][C:8]([C:11]2[NH:12][C:13](=[O:21])[C:14]3[C:19]([CH:20]=2)=[CH:18][CH:17]=[CH:16][CH:15]=3)=[CH:7][CH:6]=1)([CH3:4])[CH3:3].O.[C:23]1(C)C=CC(S(O)(=O)=O)=CC=1. Product: [CH3:23][O:1][C:2]([C:5]1[CH:10]=[CH:9][C:8]([C:11]2[NH:12][C:13](=[O:21])[C:14]3[C:19]([CH:20]=2)=[CH:18][CH:17]=[CH:16][CH:15]=3)=[CH:7][CH:6]=1)([CH3:3])[CH3:4]. (3) Reactant: COCCN(S(F)(F)F)CCOC.[C:14]([O:18][C:19]([NH:21][C@H:22]([CH3:33])[C:23]([NH:25][CH:26]([CH2:31][OH:32])[C:27]([O:29][CH3:30])=[O:28])=O)=[O:20])([CH3:17])([CH3:16])[CH3:15].BrC(Cl)(Cl)Cl. The catalyst class is: 2. Product: [C:14]([O:18][C:19]([NH:21][C@@H:22]([C:23]1[O:32][CH:31]=[C:26]([C:27]([O:29][CH3:30])=[O:28])[N:25]=1)[CH3:33])=[O:20])([CH3:17])([CH3:16])[CH3:15]. (4) Reactant: [NH2:1][C:2]1[N:7]=[C:6]([NH2:8])[C:5]([O:9][CH2:10][CH2:11][CH2:12][O:13][C:14]2[CH:19]=[CH:18][CH:17]=[CH:16][C:15]=2[O:20][CH2:21][CH2:22][CH2:23][C:24]([O:26][CH2:27][CH3:28])=[O:25])=[C:4]([CH2:29][CH3:30])[N:3]=1.[ClH:31]. Product: [ClH:31].[NH2:1][C:2]1[N:7]=[C:6]([NH2:8])[C:5]([O:9][CH2:10][CH2:11][CH2:12][O:13][C:14]2[CH:19]=[CH:18][CH:17]=[CH:16][C:15]=2[O:20][CH2:21][CH2:22][CH2:23][C:24]([O:26][CH2:27][CH3:28])=[O:25])=[C:4]([CH2:29][CH3:30])[N:3]=1. The catalyst class is: 14. (5) Reactant: C(O[N:6]([CH2:10][CH2:11][NH:12][C:13]([NH:15][C:16]1[CH:21]=[CH:20][C:19]([CH3:22])=[C:18]([CH:23]2[CH2:28][CH2:27][N:26]([CH2:29][C:30]3[CH:35]=[CH:34][C:33]([O:36][C:37]4[CH:42]=[C:41]([F:43])[C:40]([F:44])=[CH:39][C:38]=4[F:45])=[CH:32][CH:31]=3)[CH2:25][CH2:24]2)[CH:17]=1)=[O:14])[C:7](C)=O)(C)(C)C.FC(F)(F)C(O)=O.[ClH:53]. Product: [ClH:53].[ClH:53].[CH3:7][NH:6][CH2:10][CH2:11][NH:12][C:13]([NH:15][C:16]1[CH:21]=[CH:20][C:19]([CH3:22])=[C:18]([CH:23]2[CH2:24][CH2:25][N:26]([CH2:29][C:30]3[CH:35]=[CH:34][C:33]([O:36][C:37]4[CH:42]=[C:41]([F:43])[C:40]([F:44])=[CH:39][C:38]=4[F:45])=[CH:32][CH:31]=3)[CH2:27][CH2:28]2)[CH:17]=1)=[O:14]. The catalyst class is: 61. (6) Reactant: Br[C:2]1[N:6]2[N:7]=[C:8]([C:11]3[CH:12]=[N:13][N:14]([CH3:16])[CH:15]=3)[CH:9]=[CH:10][C:5]2=[N:4][CH:3]=1.C([Mg]Br)C.[C:21]1([S:27]([N:30]2[C:34]3=[N:35][CH:36]=[CH:37][CH:38]=[C:33]3[C:32]([CH:39]=[O:40])=[CH:31]2)(=[O:29])=[O:28])[CH:26]=[CH:25][CH:24]=[CH:23][CH:22]=1. Product: [C:21]1([S:27]([N:30]2[C:34]3=[N:35][CH:36]=[CH:37][CH:38]=[C:33]3[C:32]([CH:39]([C:2]3[N:6]4[N:7]=[C:8]([C:11]5[CH:12]=[N:13][N:14]([CH3:16])[CH:15]=5)[CH:9]=[CH:10][C:5]4=[N:4][CH:3]=3)[OH:40])=[CH:31]2)(=[O:28])=[O:29])[CH:22]=[CH:23][CH:24]=[CH:25][CH:26]=1. The catalyst class is: 1.